Dataset: Catalyst prediction with 721,799 reactions and 888 catalyst types from USPTO. Task: Predict which catalyst facilitates the given reaction. (1) Reactant: FC(F)(F)C(O)=O.C([O:12][C:13](=[O:42])[C:14]1[CH:19]=[CH:18][CH:17]=[C:16]([O:20][C:21]2[N:25]([CH2:26][CH3:27])[C:24]([C@H:28]([NH:30][S:31]([C:34]3[CH:39]=[CH:38][C:37]([Cl:40])=[C:36]([Cl:41])[CH:35]=3)(=[O:33])=[O:32])[CH3:29])=[N:23][N:22]=2)[CH:15]=1)(C)(C)C. Product: [Cl:41][C:36]1[CH:35]=[C:34]([S:31]([NH:30][C@@H:28]([C:24]2[N:25]([CH2:26][CH3:27])[C:21]([O:20][C:16]3[CH:15]=[C:14]([CH:19]=[CH:18][CH:17]=3)[C:13]([OH:42])=[O:12])=[N:22][N:23]=2)[CH3:29])(=[O:33])=[O:32])[CH:39]=[CH:38][C:37]=1[Cl:40]. The catalyst class is: 22. (2) Reactant: C(OP([CH2:9][C:10]([O:12][CH2:13][CH3:14])=[O:11])(OCC)=O)C.[O-]CC.[Na+].[CH2:19]([O:26][C:27]1[CH:32]=[C:31]([O:33][CH2:34][CH2:35][O:36][CH3:37])[CH:30]=[CH:29][C:28]=1[C:38](=O)[CH3:39])[C:20]1[CH:25]=[CH:24][CH:23]=[CH:22][CH:21]=1.[Cl-].[NH4+]. Product: [CH2:19]([O:26][C:27]1[CH:32]=[C:31]([O:33][CH2:34][CH2:35][O:36][CH3:37])[CH:30]=[CH:29][C:28]=1/[C:38](/[CH3:39])=[CH:9]/[C:10]([O:12][CH2:13][CH3:14])=[O:11])[C:20]1[CH:21]=[CH:22][CH:23]=[CH:24][CH:25]=1. The catalyst class is: 548. (3) Reactant: [C:1]([O:5][C:6]([N:8]1[CH2:12][CH2:11][CH2:10][C@H:9]1[C:13]([NH:15][NH:16][C:17](=[O:24])[C:18]1[CH:23]=[CH:22][CH:21]=[CH:20][CH:19]=1)=O)=[O:7])([CH3:4])([CH3:3])[CH3:2].CC[N+](S(N=C(OC)[O-])(=O)=O)(CC)CC. Product: [C:1]([O:5][C:6]([N:8]1[CH2:12][CH2:11][CH2:10][C@H:9]1[C:13]1[O:24][C:17]([C:18]2[CH:19]=[CH:20][CH:21]=[CH:22][CH:23]=2)=[N:16][N:15]=1)=[O:7])([CH3:2])([CH3:3])[CH3:4]. The catalyst class is: 4. (4) Reactant: C1(C(C2C=CC=CC=2)[N:8]2[CH2:13][CH2:12][CH:11]([CH2:14][CH2:15][CH2:16][CH2:17][NH:18][C:19](=[O:28])[CH2:20][CH2:21][C:22]3[CH:23]=[N:24][CH:25]=[CH:26][CH:27]=3)[CH2:10][CH2:9]2)C=CC=CC=1.Cl.[H][H]. Product: [NH:8]1[CH2:13][CH2:12][CH:11]([CH2:14][CH2:15][CH2:16][CH2:17][NH:18][C:19](=[O:28])[CH2:20][CH2:21][C:22]2[CH:23]=[N:24][CH:25]=[CH:26][CH:27]=2)[CH2:10][CH2:9]1. The catalyst class is: 29. (5) Reactant: [OH:1][CH2:2][CH:3]1[CH2:9][C:8]2[CH:10]=[C:11]3[O:16][CH2:15][O:14][C:12]3=[CH:13][C:7]=2[C:6]([C:17]2[CH:22]=[CH:21][C:20]([N+:23]([O-:25])=[O:24])=[CH:19][CH:18]=2)=[N:5][NH:4]1.C(N(CC)CC)C.[C:33](Cl)(Cl)=[O:34]. Product: [N+:23]([C:20]1[CH:21]=[CH:22][C:17]([C:6]2[C:7]3[CH:13]=[C:12]4[O:14][CH2:15][O:16][C:11]4=[CH:10][C:8]=3[CH2:9][CH:3]3[CH2:2][O:1][C:33](=[O:34])[N:4]3[N:5]=2)=[CH:18][CH:19]=1)([O-:25])=[O:24]. The catalyst class is: 11.